Dataset: Forward reaction prediction with 1.9M reactions from USPTO patents (1976-2016). Task: Predict the product of the given reaction. (1) Given the reactants Cl[C:2]1[CH:7]=[C:6]([Cl:8])[N:5]=[CH:4][N:3]=1.[N:9]1([C:15]([O:17][C:18]([CH3:21])([CH3:20])[CH3:19])=[O:16])[CH2:14][CH2:13][NH:12][CH2:11][CH2:10]1.C(N(CC)CC)C, predict the reaction product. The product is: [Cl:8][C:6]1[N:5]=[C:4]([N:12]2[CH2:11][CH2:10][N:9]([C:15]([O:17][C:18]([CH3:21])([CH3:20])[CH3:19])=[O:16])[CH2:14][CH2:13]2)[N:3]=[CH:2][CH:7]=1. (2) Given the reactants [Cl-].[CH3:2][O:3][CH2:4][P+](C1C=CC=CC=1)(C1C=CC=CC=1)C1C=CC=CC=1.[Li]CCCC.[CH3:29][C:30]1([CH3:37])[CH2:35][CH2:34][C:33](=O)[CH2:32][CH2:31]1, predict the reaction product. The product is: [CH3:29][C:30]1([CH3:37])[CH2:35][CH2:34][C:33](=[CH:2][O:3][CH3:4])[CH2:32][CH2:31]1. (3) Given the reactants C[O:2][C:3](=[O:31])[C:4]1[CH:9]=[CH:8][C:7]([CH2:10][N:11]([C:24]([O:26][C:27]([CH3:30])([CH3:29])[CH3:28])=[O:25])[C:12]2[CH:17]=[CH:16][C:15]([CH:18]3[CH2:23][CH2:22][CH2:21][CH2:20][CH2:19]3)=[CH:14][CH:13]=2)=[CH:6][CH:5]=1.[OH-].[Na+], predict the reaction product. The product is: [C:27]([O:26][C:24]([N:11]([CH2:10][C:7]1[CH:6]=[CH:5][C:4]([C:3]([OH:31])=[O:2])=[CH:9][CH:8]=1)[C:12]1[CH:17]=[CH:16][C:15]([CH:18]2[CH2:23][CH2:22][CH2:21][CH2:20][CH2:19]2)=[CH:14][CH:13]=1)=[O:25])([CH3:30])([CH3:28])[CH3:29]. (4) The product is: [NH2:3][CH2:12][CH2:13][CH2:14][CH2:15][O:16][C:17]1[CH:18]=[C:19]([CH:47]=[C:48]([O:50][CH2:51][CH2:52][CH3:53])[CH:49]=1)[O:20][C:21]1[C:22]([NH:33][S:34]([C:37]2[CH:38]=[C:39]([CH:44]=[CH:45][CH:46]=2)[C:40]([O:42][CH3:43])=[O:41])(=[O:36])=[O:35])=[CH:23][C:24]2[N:28]([CH3:29])[C:27](=[O:30])[N:26]([CH3:31])[C:25]=2[CH:32]=1. Given the reactants O=C1C2C(=CC=CC=2)C(=O)[N:3]1[CH2:12][CH2:13][CH2:14][CH2:15][O:16][C:17]1[CH:18]=[C:19]([CH:47]=[C:48]([O:50][CH2:51][CH2:52][CH3:53])[CH:49]=1)[O:20][C:21]1[C:22]([NH:33][S:34]([C:37]2[CH:38]=[C:39]([CH:44]=[CH:45][CH:46]=2)[C:40]([O:42][CH3:43])=[O:41])(=[O:36])=[O:35])=[CH:23][C:24]2[N:28]([CH3:29])[C:27](=[O:30])[N:26]([CH3:31])[C:25]=2[CH:32]=1.O.NN, predict the reaction product. (5) Given the reactants Cl[C:2]1[CH:7]=[C:6]([O:8][CH2:9][C:10]([NH:12][C@H:13]([C:23]2[C:28]([C:29]3[CH:30]=[CH:31][C:32]([F:38])=[C:33]([CH:37]=3)[C:34]([NH2:36])=[O:35])=[CH:27][CH:26]=[CH:25][N:24]=2)[CH2:14][C:15]2[CH:20]=[C:19]([F:21])[CH:18]=[C:17]([F:22])[CH:16]=2)=[O:11])[CH:5]=[CH:4][N:3]=1.C(O)(=[O:41])C, predict the reaction product. The product is: [F:22][C:17]1[CH:16]=[C:15]([CH2:14][C@@H:13]([C:23]2[C:28]([C:29]3[CH:30]=[CH:31][C:32]([F:38])=[C:33]([CH:37]=3)[C:34]([NH2:36])=[O:35])=[CH:27][CH:26]=[CH:25][N:24]=2)[NH:12][C:10](=[O:11])[CH2:9][O:8][C:6]2[CH:5]=[CH:4][NH:3][C:2](=[O:41])[CH:7]=2)[CH:20]=[C:19]([F:21])[CH:18]=1. (6) Given the reactants [C:1]([O:5][C:6]([NH:8][C:9]1[CH:17]=[CH:16][CH:15]=[C:14]2[C:10]=1[CH:11]=N[N:13]2[CH:18]([C:23]1[CH:28]=[CH:27][C:26]([Cl:29])=[CH:25][CH:24]=1)[C:19]([O:21][CH3:22])=[O:20])=[O:7])([CH3:4])([CH3:3])[CH3:2].Br[CH2:31][C:32]([O:34][C:35]([CH3:38])([CH3:37])[CH3:36])=[O:33].[H-].[Na+].[CH2:41]1COCC1, predict the reaction product. The product is: [C:1]([O:5][C:6]([NH:8][C:9]1[CH:17]=[CH:16][CH:15]=[C:14]2[C:10]=1[CH:11]=[CH:41][N:13]2[C:18]([C:23]1[CH:28]=[CH:27][C:26]([Cl:29])=[CH:25][CH:24]=1)([CH2:31][C:32]([O:34][C:35]([CH3:38])([CH3:37])[CH3:36])=[O:33])[C:19]([O:21][CH3:22])=[O:20])=[O:7])([CH3:4])([CH3:2])[CH3:3]. (7) Given the reactants [CH3:1][C:2]1[CH:11]=[C:10]([N:12]2[CH2:16][CH2:15][CH2:14][CH2:13]2)[C:9]2[C:4](=[CH:5][C:6]([OH:17])=[CH:7][CH:8]=2)[N:3]=1.C(=O)([O-])[O-].[K+].[K+].[CH3:24][O:25][C:26]1[CH:27]=[C:28]([CH:31]=[CH:32][CH:33]=1)[CH2:29][Cl:30], predict the reaction product. The product is: [ClH:30].[CH3:24][O:25][C:26]1[CH:27]=[C:28]([CH:31]=[CH:32][CH:33]=1)[CH2:29][O:17][C:6]1[CH:5]=[C:4]2[C:9]([C:10]([N:12]3[CH2:16][CH2:15][CH2:14][CH2:13]3)=[CH:11][C:2]([CH3:1])=[N:3]2)=[CH:8][CH:7]=1. (8) Given the reactants FC(F)(F)C(O)=O.[Cl:8][C:9]1[CH:10]=[CH:11][C:12]([N:42]2[CH:46]=[C:45]([Cl:47])[N:44]=[N:43]2)=[C:13]([C:15]2[N:16]=[CH:17][N:18]([C@@H:22]3[C:38]4[CH:39]=[C:34]([CH:35]=[CH:36][N:37]=4)[C:33]4[NH:32][N:31]=[CH:30][C:29]=4[NH:28][C:27](=[O:40])[C@H:26]([CH3:41])[CH2:25][CH2:24][CH2:23]3)[C:19](=[O:21])[CH:20]=2)[CH:14]=1.N1C=CC=CC=1.[CH3:54][S:55](Cl)(=[O:57])=[O:56], predict the reaction product. The product is: [Cl:8][C:9]1[CH:10]=[CH:11][C:12]([N:42]2[CH:46]=[C:45]([Cl:47])[N:44]=[N:43]2)=[C:13]([C:15]2[N:16]=[CH:17][N:18]([C@@H:22]3[C:38]4[CH:39]=[C:34]([CH:35]=[CH:36][N:37]=4)[C:33]4[N:32]([S:55]([CH3:54])(=[O:57])=[O:56])[N:31]=[CH:30][C:29]=4[NH:28][C:27](=[O:40])[C@H:26]([CH3:41])[CH2:25][CH2:24][CH2:23]3)[C:19](=[O:21])[CH:20]=2)[CH:14]=1.